Dataset: Reaction yield outcomes from USPTO patents with 853,638 reactions. Task: Predict the reaction yield, written as a fraction of the theoretical maximum amount of product (1.0 means a 100% yield; for example, 0.34 means a 34% yield). (1) The reactants are N[C:2]1[C:7]([N+:8]([O-:10])=[O:9])=[CH:6][C:5]([Cl:11])=[CH:4][N:3]=1.Br[C:13]1[C:18]([N+:19]([O-:21])=[O:20])=[CH:17][C:16]([Cl:22])=[CH:15][N:14]=1.I([O-])(=O)(=O)=O.[Na+].[OH2:29]. The catalyst is C1COCC1.[Os](=O)(=O)(=O)=O. The product is [Cl:11][C:5]1[CH:6]=[C:7]([N+:8]([O-:10])=[O:9])[C:2]([CH:13]=[O:29])=[N:3][CH:4]=1.[Cl:22][C:16]1[CH:17]=[C:18]([N+:19]([O-:21])=[O:20])[C:13]([CH:2]=[CH2:7])=[N:14][CH:15]=1. The yield is 0.720. (2) The reactants are [O:1]1[CH2:6][CH2:5][O:4][C:3]2[CH:7]=[C:8]([C:11]([O:13][CH2:14][CH3:15])=[O:12])[CH:9]=[CH:10][C:2]1=2.CC(OC(C)=O)=O.[N+:23]([O-])([OH:25])=[O:24]. The catalyst is CC(O)=O. The product is [N+:23]([C:9]1[C:8]([C:11]([O:13][CH2:14][CH3:15])=[O:12])=[CH:7][C:3]2[O:4][CH2:5][CH2:6][O:1][C:2]=2[CH:10]=1)([O-:25])=[O:24]. The yield is 0.990. (3) The reactants are [CH2:1]([O:8][C:9]1[CH:10]=[C:11](NC2N=CC(Br)=CN=2)[CH:12]=[CH:13][CH:14]=1)[C:2]1[CH:7]=[CH:6][CH:5]=[CH:4][CH:3]=1.[CH3:23]NC1C=CC=CC=1.CC(C)([O-])C.[Na+]. The catalyst is C1(C)C=CC=CC=1.C(OCC)(=O)C.C1(P(C2CCCCC2)C2C=CC=CC=2C2C(C(C)C)=CC(C(C)C)=CC=2C(C)C)CCCCC1. The product is [CH2:9]([O:8][CH2:1][C:2]1[CH:3]=[CH:4][CH:5]=[CH:6][CH:7]=1)[C:10]1[CH:11]=[CH:12][CH:13]=[CH:14][CH:23]=1. The yield is 0.500. (4) The reactants are [CH3:1][C:2]1[C:7]([C:8]([OH:10])=[O:9])=[CH:6][N:5]=[CH:4][CH:3]=1.OS(O)(=O)=O.[CH3:16]O. No catalyst specified. The product is [CH3:1][C:2]1[C:7]([C:8]([O:10][CH3:16])=[O:9])=[CH:6][N:5]=[CH:4][CH:3]=1. The yield is 0.940. (5) The reactants are [F:1][C:2]1[C:22]([OH:23])=[CH:21][CH:20]=[CH:19][C:3]=1[O:4][C:5]1[CH2:9][N:8]([C@@H:10]([CH2:14][CH:15]([CH3:17])[CH3:16])[C:11]([OH:13])=O)[C:7](=[O:18])[CH:6]=1.Cl.[OH:25][C@@H:26]([CH2:56]O)[CH2:27][N:28]1[CH:32]=[CH:31][C:30]([NH:33]C(=O)[C@@H](N2CC(OC3C=CC=C(Cl)C=3Cl)=CC2=O)CC(C)C)=[N:29]1.F[P-](F)(F)(F)(F)F.N1(O[P+](N(C)C)(N(C)C)N(C)C)C2C=CC=C[C:68]=2N=N1.C(N(CC)C(C)C)(C)C. The catalyst is ClCCl. The product is [OH:25][C:26]([CH3:56])([CH3:68])[CH2:27][N:28]1[CH:32]=[CH:31][C:30]([NH:33][C:11](=[O:13])[C@@H:10]([N:8]2[CH2:9][C:5]([O:4][C:3]3[CH:19]=[CH:20][CH:21]=[C:22]([OH:23])[C:2]=3[F:1])=[CH:6][C:7]2=[O:18])[CH2:14][CH:15]([CH3:17])[CH3:16])=[N:29]1. The yield is 0.570. (6) The reactants are [OH:1][C:2]1[CH:3]=[C:4]([CH:19]=[CH:20][CH:21]=1)[CH2:5][NH:6][C:7]([C:9]1[CH:10]=[C:11]2[C:16](=[CH:17][CH:18]=1)[N:15]=[CH:14][CH:13]=[CH:12]2)=[O:8].CN(C)C=O.C(=O)([O-])[O-].[K+].[K+].O. The catalyst is ClCCl. The product is [CH3:5][CH:4]([CH3:19])[CH2:3][CH2:2][O:1][C:2]1[CH:3]=[C:4]([CH:19]=[CH:20][CH:21]=1)[CH2:5][NH:6][C:7]([C:9]1[CH:10]=[C:11]2[C:16](=[CH:17][CH:18]=1)[N:15]=[CH:14][CH:13]=[CH:12]2)=[O:8]. The yield is 0.690. (7) The reactants are C(OC([N:8]1[CH2:13][CH2:12][N:11]([CH2:14][CH2:15][N:16]2[C:24]3[C:19](=[CH:20][C:21]([O:25][C:26]4[CH:31]=[CH:30][C:29]([F:32])=[CH:28][C:27]=4[CH2:33][NH:34][C:35]([NH:37][C:38]4[O:42][N:41]=[C:40]([C:43]([CH3:46])([CH3:45])[CH3:44])[CH:39]=4)=[O:36])=[CH:22][CH:23]=3)[CH:18]=[N:17]2)[CH2:10][CH2:9]1)=O)(C)(C)C.C(O)(C(F)(F)F)=O.C(Cl)Cl. No catalyst specified. The product is [C:43]([C:40]1[CH:39]=[C:38]([NH:37][C:35]([NH:34][CH2:33][C:27]2[CH:28]=[C:29]([F:32])[CH:30]=[CH:31][C:26]=2[O:25][C:21]2[CH:20]=[C:19]3[C:24](=[CH:23][CH:22]=2)[N:16]([CH2:15][CH2:14][N:11]2[CH2:12][CH2:13][NH:8][CH2:9][CH2:10]2)[N:17]=[CH:18]3)=[O:36])[O:42][N:41]=1)([CH3:46])([CH3:44])[CH3:45]. The yield is 0.800.